Predict which catalyst facilitates the given reaction. From a dataset of Catalyst prediction with 721,799 reactions and 888 catalyst types from USPTO. (1) Reactant: [F:1][C:2]1[C:3]2[CH2:14][CH2:13][C:12](=[CH:15][CH2:16][NH2:17])[C:4]=2[C:5]2[C:9]([CH:10]=1)=[N:8][N:7]([CH3:11])[CH:6]=2.C(N(CC)CC)C.[C:25](O[C:25](=[O:28])[CH2:26][CH3:27])(=[O:28])[CH2:26][CH3:27]. Product: [F:1][C:2]1[C:3]2[CH2:14][CH2:13][C:12](=[CH:15][CH2:16][NH:17][C:25](=[O:28])[CH2:26][CH3:27])[C:4]=2[C:5]2[C:9]([CH:10]=1)=[N:8][N:7]([CH3:11])[CH:6]=2. The catalyst class is: 685. (2) Reactant: [Cl:1][C:2]1[C:7]([N+:8]([O-:10])=[O:9])=[CH:6][CH:5]=[C:4]([Cl:11])[C:3]=1[CH2:12][C:13]#[N:14].[NH2:15][C:16]1[CH:21]=[CH:20][N:19]=[CH:18][C:17]=1[CH:22]=O.[OH-].[Na+]. Product: [Cl:1][C:2]1[C:7]([N+:8]([O-:10])=[O:9])=[CH:6][CH:5]=[C:4]([Cl:11])[C:3]=1[C:12]1[C:13]([NH2:14])=[N:15][C:16]2[C:17]([CH:22]=1)=[CH:18][N:19]=[CH:20][CH:21]=2. The catalyst class is: 351. (3) Reactant: Br[C:2]1[O:11][CH2:10][C:9]2[CH:8]([N:12]([CH3:14])[CH3:13])[CH2:7][C:6]3=[CH:15][N:16]([Si:18]([CH:25]([CH3:27])[CH3:26])([CH:22]([CH3:24])[CH3:23])[CH:19]([CH3:21])[CH3:20])[CH:17]=[C:4]([C:5]=23)[CH:3]=1.[Li]CCCC.CN(C)[CH:35]=[O:36]. Product: [CH3:13][N:12]([CH3:14])[CH:8]1[C:9]2[CH2:10][O:11][C:2]([CH:35]=[O:36])=[CH:3][C:4]3=[CH:17][N:16]([Si:18]([CH:22]([CH3:24])[CH3:23])([CH:25]([CH3:26])[CH3:27])[CH:19]([CH3:20])[CH3:21])[CH:15]=[C:6]([C:5]=23)[CH2:7]1. The catalyst class is: 627. (4) Reactant: [C:1]([O:5][C:6]([N:8]1[CH2:13][CH2:12][CH:11]([NH:14][C:15]2[CH:20]=[CH:19][CH:18]=[CH:17][C:16]=2[Cl:21])[CH2:10][CH2:9]1)=[O:7])([CH3:4])([CH3:3])[CH3:2].[H-].[Na+].[CH3:24]I. Product: [C:1]([O:5][C:6]([N:8]1[CH2:13][CH2:12][CH:11]([N:14]([C:15]2[CH:20]=[CH:19][CH:18]=[CH:17][C:16]=2[Cl:21])[CH3:24])[CH2:10][CH2:9]1)=[O:7])([CH3:4])([CH3:2])[CH3:3]. The catalyst class is: 3. (5) Reactant: [Cl:1][C:2]1[CH:7]=[CH:6][C:5]([CH:8]([C:26]2[CH:31]=[CH:30][C:29]([Cl:32])=[CH:28][CH:27]=2)[C:9]2[CH:10]=[C:11]3[C:16](=[CH:17][CH:18]=2)[N:15]=[N:14][CH:13]=[C:12]3[NH:19][CH:20]2[CH2:25][CH2:24][NH:23][CH2:22][CH2:21]2)=[CH:4][CH:3]=1.O=[CH:34][CH2:35][C:36]1[CH:37]=[C:38]([CH:43]=[CH:44][CH:45]=1)[C:39]([O:41][CH3:42])=[O:40].CC(O)=O.[BH3-]C#N.[Na+]. Product: [Cl:1][C:2]1[CH:7]=[CH:6][C:5]([CH:8]([C:26]2[CH:27]=[CH:28][C:29]([Cl:32])=[CH:30][CH:31]=2)[C:9]2[CH:10]=[C:11]3[C:16](=[CH:17][CH:18]=2)[N:15]=[N:14][CH:13]=[C:12]3[NH:19][CH:20]2[CH2:21][CH2:22][N:23]([CH2:34][CH2:35][C:36]3[CH:37]=[C:38]([CH:43]=[CH:44][CH:45]=3)[C:39]([O:41][CH3:42])=[O:40])[CH2:24][CH2:25]2)=[CH:4][CH:3]=1. The catalyst class is: 5. (6) Reactant: [Br:1][C:2]1[CH:3]=[C:4]([C:8]2[CH:12]=[C:11]([C:13]([O:15][CH3:16])=[O:14])[NH:10][N:9]=2)[CH:5]=[CH:6][CH:7]=1.[CH3:17][C:18]([O-:21])(C)[CH3:19].[K+].ClCC(=O)C. Product: [Br:1][C:2]1[CH:3]=[C:4]([C:8]2[CH:12]=[C:11]([C:13]([O:15][CH3:16])=[O:14])[N:10]([CH2:17][C:18](=[O:21])[CH3:19])[N:9]=2)[CH:5]=[CH:6][CH:7]=1. The catalyst class is: 215. (7) Reactant: [CH2:1]([C@H:3]([NH:10][C:11]([C@@H:13]1[CH2:16][CH2:15][N:14]1[C:17]([O:19][C:20]([CH3:23])([CH3:22])[CH3:21])=[O:18])=[O:12])/[CH:4]=[CH:5]/[C:6]([O:8]C)=[O:7])[CH3:2].[Li+].[OH-]. Product: [CH3:23][C:20]([O:19][C:17]([N:14]1[CH2:15][CH2:16][C@H:13]1[C:11]([NH:10][C@@H:3]([CH2:1][CH3:2])/[CH:4]=[CH:5]/[C:6]([OH:8])=[O:7])=[O:12])=[O:18])([CH3:21])[CH3:22]. The catalyst class is: 20.